From a dataset of Full USPTO retrosynthesis dataset with 1.9M reactions from patents (1976-2016). Predict the reactants needed to synthesize the given product. (1) The reactants are: [O:1]1[CH:6]([C:7]([OH:9])=O)[CH2:5][O:4][C:3]2[CH:10]=[CH:11][CH:12]=[CH:13][C:2]1=2.[NH2:14][C:15]1[CH:16]=[CH:17][C:18]2[O:22][C:21]([C:23]3[CH:28]=[CH:27][N:26]=[CH:25][CH:24]=3)=[N:20][C:19]=2[CH:29]=1. Given the product [N:26]1[CH:25]=[CH:24][C:23]([C:21]2[O:22][C:18]3[CH:17]=[CH:16][C:15]([NH:14][C:7]([CH:6]4[O:1][C:2]5[CH:13]=[CH:12][CH:11]=[CH:10][C:3]=5[O:4][CH2:5]4)=[O:9])=[CH:29][C:19]=3[N:20]=2)=[CH:28][CH:27]=1, predict the reactants needed to synthesize it. (2) Given the product [Cl:1][C:2]1[CH:3]=[CH:4][C:5]([CH2:8][CH:9]([C:14]2[CH:15]=[CH:16][CH:17]=[CH:18][CH:19]=2)[C:10]([OH:12])=[O:11])=[CH:6][CH:7]=1, predict the reactants needed to synthesize it. The reactants are: [Cl:1][C:2]1[CH:7]=[CH:6][C:5]([CH2:8][CH:9]([C:14]2[CH:19]=[CH:18][CH:17]=[CH:16][CH:15]=2)[C:10]([O:12]C)=[O:11])=[CH:4][CH:3]=1.O.[OH-].[Li+]. (3) Given the product [CH2:1]([O:8][CH2:9][C:10]1[CH:14]=[C:13]([C:16]([Cl:18])([Cl:19])[Cl:17])[N:12]([C:20]2[C:25]([Cl:26])=[CH:24][CH:23]=[CH:22][N:21]=2)[N:11]=1)[C:2]1[CH:7]=[CH:6][CH:5]=[CH:4][CH:3]=1, predict the reactants needed to synthesize it. The reactants are: [CH2:1]([O:8][CH2:9][C:10]1[CH2:14][C:13]([C:16]([Cl:19])([Cl:18])[Cl:17])(O)[N:12]([C:20]2[C:25]([Cl:26])=[CH:24][CH:23]=[CH:22][N:21]=2)[N:11]=1)[C:2]1[CH:7]=[CH:6][CH:5]=[CH:4][CH:3]=1.FC(F)(F)C(OC(=O)C(F)(F)F)=O. (4) Given the product [F:1][C:2]1[CH:7]=[CH:6][C:5]([C:8]2[O:26][C:11]3[CH:12]=[C:13]([N:21]([CH3:31])[S:22]([CH3:25])(=[O:23])=[O:24])[C:14]4[O:18][CH:17]([CH2:19][OH:20])[CH2:16][C:15]=4[C:10]=3[C:9]=2[C:27]([NH:29][CH3:30])=[O:28])=[CH:4][CH:3]=1, predict the reactants needed to synthesize it. The reactants are: [F:1][C:2]1[CH:7]=[CH:6][C:5]([C:8]2[O:26][C:11]3[CH:12]=[C:13]([NH:21][S:22]([CH3:25])(=[O:24])=[O:23])[C:14]4[O:18][CH:17]([CH2:19][OH:20])[CH2:16][C:15]=4[C:10]=3[C:9]=2[C:27]([NH:29][CH3:30])=[O:28])=[CH:4][CH:3]=1.[C:31]([O-])([O-])=O.[K+].[K+].CI. (5) Given the product [C:1]([CH2:4][O:5][C:6]1[CH:23]=[CH:22][C:21]([Cl:24])=[CH:20][C:7]=1[CH2:8][C:9]1[CH:14]=[CH:13][CH:12]=[CH:11][C:10]=1[CH2:15][CH2:16][C:17]([OH:19])=[O:18])([OH:3])=[O:2], predict the reactants needed to synthesize it. The reactants are: [C:1]([CH2:4][O:5][C:6]1[CH:23]=[CH:22][C:21]([Cl:24])=[CH:20][C:7]=1[CH2:8][C:9]1[CH:14]=[CH:13][CH:12]=[CH:11][C:10]=1/[CH:15]=[CH:16]/[C:17]([OH:19])=[O:18])([OH:3])=[O:2].